Dataset: Reaction yield outcomes from USPTO patents with 853,638 reactions. Task: Predict the reaction yield, written as a fraction of the theoretical maximum amount of product (1.0 means a 100% yield; for example, 0.34 means a 34% yield). (1) The reactants are C1C=CC2N(O)[N:8]=[N:7]C=2C=1.CCN=C=NCCCN(C)C.[Cl:22][C:23]1[CH:24]=[C:25]([CH:29]=[CH:30][N:31]=1)[C:26](O)=[O:27].O.NN. The catalyst is C(#N)C. The product is [Cl:22][C:23]1[CH:24]=[C:25]([CH:29]=[CH:30][N:31]=1)[C:26]([NH:7][NH2:8])=[O:27]. The yield is 0.570. (2) The reactants are S(=O)(=O)(O)O.O.[CH3:7][N:8]([CH3:26])[S:9]([C:12]1[C:20]2[O:19]C(C(C)(C)C)=[N:17][C:16]=2[CH:15]=[CH:14][C:13]=1[Cl:25])(=[O:11])=[O:10]. The yield is 0.720. The product is [NH2:17][C:16]1[C:20]([OH:19])=[C:12]([S:9]([N:8]([CH3:7])[CH3:26])(=[O:10])=[O:11])[C:13]([Cl:25])=[CH:14][CH:15]=1. The catalyst is O1CCOCC1. (3) The reactants are [CH2:1]([N:8]1[C:16]2[C:11](=[CH:12][C:13]([C:17]3[CH:22]=[CH:21][C:20]([F:23])=[C:19]([Cl:24])[CH:18]=3)=[CH:14][CH:15]=2)[CH:10]=[CH:9]1)[C:2]1[CH:7]=[CH:6][CH:5]=[CH:4][CH:3]=1.C([Li])CCC.[C:30](=[O:32])=[O:31]. The catalyst is C1COCC1. The product is [CH2:1]([N:8]1[C:16]2[C:11](=[CH:12][C:13]([C:17]3[CH:22]=[CH:21][C:20]([F:23])=[C:19]([Cl:24])[CH:18]=3)=[CH:14][CH:15]=2)[C:10]([C:30]([OH:32])=[O:31])=[CH:9]1)[C:2]1[CH:3]=[CH:4][CH:5]=[CH:6][CH:7]=1. The yield is 0.320. (4) The reactants are [CH:1]([C:4]1[NH:5][CH:6]=[C:7]([CH3:9])[N:8]=1)([CH3:3])[CH3:2].[I:10]N1C(=O)CCC1=O. The catalyst is C(#N)C. The product is [I:10][C:6]1[NH:5][C:4]([CH:1]([CH3:3])[CH3:2])=[N:8][C:7]=1[CH3:9]. The yield is 0.610. (5) The reactants are [N:1]([CH2:4][CH:5]1[O:10][C:9]2[C:11](Br)=[CH:12][CH:13]=[CH:14][C:8]=2[NH:7][CH2:6]1)=[N+:2]=[N-:3].[CH3:16][O:17][C:18]1[CH:23]=[CH:22][C:21](B(O)O)=[C:20]([CH3:27])[CH:19]=1. No catalyst specified. The product is [N:1]([CH2:4][CH:5]1[O:10][C:9]2[C:11]([C:21]3[CH:22]=[CH:23][C:18]([O:17][CH3:16])=[CH:19][C:20]=3[CH3:27])=[CH:12][CH:13]=[CH:14][C:8]=2[NH:7][CH2:6]1)=[N+:2]=[N-:3]. The yield is 0.880. (6) The reactants are [F:1][C:2]1[CH:18]=[C:17]([N+:19]([O-:21])=[O:20])[CH:16]=[CH:15][C:3]=1[O:4][C:5]1[CH:10]=[CH:9][N:8]=[C:7]2[CH:11]=[C:12](I)[S:13][C:6]=12.C([O-])([O-])=O.[Cs+].[Cs+].[CH3:28][O:29][C:30]1[CH:31]=[C:32]([CH:34]=[CH:35][CH:36]=1)[NH2:33].CC1(C)C2C(=C(P(C3C=CC=CC=3)C3C=CC=CC=3)C=CC=2)OC2C(P(C3C=CC=CC=3)C3C=CC=CC=3)=CC=CC1=2. The catalyst is O1CCOCC1.CC([O-])=O.CC([O-])=O.[Pd+2]. The product is [F:1][C:2]1[CH:18]=[C:17]([N+:19]([O-:21])=[O:20])[CH:16]=[CH:15][C:3]=1[O:4][C:5]1[CH:10]=[CH:9][N:8]=[C:7]2[CH:11]=[C:12]([NH:33][C:32]3[CH:34]=[CH:35][CH:36]=[C:30]([O:29][CH3:28])[CH:31]=3)[S:13][C:6]=12. The yield is 0.590. (7) The reactants are [ClH:1].FC1C=C(C2C(OC3C=CC(OCCN4CCCCC4)=CC=3)=C3C(=CC=2)C=C(O)C=C3)C=CC=1.Cl.[F:37][C:38]1[CH:39]=[C:40]([C:44]2[CH:53]=[CH:52][C:51]3[C:46](=[CH:47][CH:48]=[C:49]([O:54]C)[CH:50]=3)[C:45]=2[O:56][C:57]2[CH:72]=[CH:71][C:60]([O:61][CH2:62][CH2:63][N:64]3[CH2:70][CH2:69][CH2:68][CH2:67][CH2:66][CH2:65]3)=[CH:59][CH:58]=2)[CH:41]=[CH:42][CH:43]=1. No catalyst specified. The product is [ClH:1].[N:64]1([CH2:63][CH2:62][O:61][C:60]2[CH:59]=[CH:58][C:57]([O:56][C:45]3[C:44]([C:40]4[CH:41]=[CH:42][CH:43]=[C:38]([F:37])[CH:39]=4)=[CH:53][CH:52]=[C:51]4[C:46]=3[CH:47]=[CH:48][C:49]([OH:54])=[CH:50]4)=[CH:72][CH:71]=2)[CH2:70][CH2:69][CH2:68][CH2:67][CH2:66][CH2:65]1. The yield is 0.520.